This data is from Forward reaction prediction with 1.9M reactions from USPTO patents (1976-2016). The task is: Predict the product of the given reaction. (1) Given the reactants [N+]([C:4]1[CH:9]=[CH:8][N:7]=[C:6]([NH:10][C:11]([CH:13]2[CH2:15][CH2:14]2)=[O:12])[CH:5]=1)([O-])=O.[OH:16][C:17]1[CH:18]=[C:19]2[C:24](=[CH:25][CH:26]=1)[C:23]([C:27]([OH:29])=[O:28])=[N:22][CH:21]=[CH:20]2.C(=O)([O-])[O-].[K+].[K+], predict the reaction product. The product is: [CH:13]1([C:11]([NH:10][C:6]2[CH:5]=[C:4]([O:16][C:17]3[CH:18]=[C:19]4[C:24](=[CH:25][CH:26]=3)[C:23]([C:27]([OH:29])=[O:28])=[N:22][CH:21]=[CH:20]4)[CH:9]=[CH:8][N:7]=2)=[O:12])[CH2:15][CH2:14]1. (2) Given the reactants [NH2:1][C:2]1[C:3]([Br:17])=[CH:4][C:5]([F:16])=[C:6]([NH:8]C(=O)OC(C)(C)C)[CH:7]=1.C(N(CC)CC)C.[C:25](Cl)(=[O:27])[CH3:26].[C:29]([OH:35])([C:31]([F:34])([F:33])[F:32])=[O:30], predict the reaction product. The product is: [OH:35][C:29]([C:31]([F:34])([F:33])[F:32])=[O:30].[NH2:8][C:6]1[C:5]([F:16])=[CH:4][C:3]([Br:17])=[C:2]([NH:1][C:25](=[O:27])[CH3:26])[CH:7]=1. (3) The product is: [N:46]1([C:49]([O:51][C:52]([CH3:55])([CH3:54])[CH3:53])=[O:50])[CH2:45][CH2:44][N:43]([C:41]([O:16][C:8]2[CH:7]=[C:6]3[C:11]([C@H:3]([CH2:2][Cl:1])[CH2:4][N:5]3[C:17]([C:19]3[NH:20][C:21]4[C:26]([CH:27]=3)=[CH:25][C:24]([NH:28][C:29]([C:31]3[NH:32][C:33]5[C:38]([CH:39]=3)=[CH:37][CH:36]=[CH:35][CH:34]=5)=[O:30])=[CH:23][CH:22]=4)=[O:18])=[C:10]3[C:12]([CH3:15])=[CH:13][S:14][C:9]=23)=[O:42])[CH2:48][CH2:47]1. Given the reactants [Cl:1][CH2:2][C@H:3]1[C:11]2[C:6](=[CH:7][C:8]([OH:16])=[C:9]3[S:14][CH:13]=[C:12]([CH3:15])[C:10]3=2)[N:5]([C:17]([C:19]2[NH:20][C:21]3[C:26]([CH:27]=2)=[CH:25][C:24]([NH:28][C:29]([C:31]2[NH:32][C:33]4[C:38]([CH:39]=2)=[CH:37][CH:36]=[CH:35][CH:34]=4)=[O:30])=[CH:23][CH:22]=3)=[O:18])[CH2:4]1.Cl[C:41]([N:43]1[CH2:48][CH2:47][N:46]([C:49]([O:51][C:52]([CH3:55])([CH3:54])[CH3:53])=[O:50])[CH2:45][CH2:44]1)=[O:42], predict the reaction product. (4) Given the reactants [Cl:1][C:2]1[N:7]=[C:6]([NH:8][CH:9]([CH2:12][CH3:13])[CH2:10][CH3:11])[C:5]([NH2:14])=[CH:4][CH:3]=1.C1N=CN([C:20](N2C=NC=C2)=[O:21])C=1, predict the reaction product. The product is: [Cl:1][C:2]1[N:7]=[C:6]2[N:8]([CH:9]([CH2:12][CH3:13])[CH2:10][CH3:11])[C:20]([OH:21])=[N:14][C:5]2=[CH:4][CH:3]=1. (5) Given the reactants F[C:2]1[CH:9]=[CH:8][C:5]([CH:6]=[O:7])=[CH:4][CH:3]=1.[NH:10]1[CH2:13][CH:12]([C:14]([OH:16])=[O:15])[CH2:11]1.C(N(CC)CC)C, predict the reaction product. The product is: [CH:6]([C:5]1[CH:8]=[CH:9][C:2]([N:10]2[CH2:13][CH:12]([C:14]([OH:16])=[O:15])[CH2:11]2)=[CH:3][CH:4]=1)=[O:7]. (6) Given the reactants [Br:1][C:2]1[CH:7]=[CH:6][C:5]([S:8]([CH3:11])(=[O:10])=[O:9])=[CH:4][C:3]=1F.[CH3:13][O-:14].[Na+], predict the reaction product. The product is: [Br:1][C:2]1[CH:7]=[CH:6][C:5]([S:8]([CH3:11])(=[O:10])=[O:9])=[CH:4][C:3]=1[O:14][CH3:13].